From a dataset of Full USPTO retrosynthesis dataset with 1.9M reactions from patents (1976-2016). Predict the reactants needed to synthesize the given product. (1) Given the product [OH:3][CH2:4][CH2:5][CH2:6][N:7]1[C:12](=[O:13])[C:11]2[C:14]([CH2:27][CH2:28][CH:29]([CH3:31])[CH3:30])=[C:15]([C:18]3[CH:23]=[CH:22][CH:21]=[CH:20][C:19]=3[CH:24]([CH3:26])[CH3:25])[CH:16]=[N:17][C:10]=2[N:9]([CH3:32])[C:8]1=[O:33], predict the reactants needed to synthesize it. The reactants are: C([O:3][CH2:4][CH2:5][CH2:6][N:7]1[C:12](=[O:13])[C:11]2[C:14]([CH2:27][CH2:28][CH:29]([CH3:31])[CH3:30])=[C:15]([C:18]3[CH:23]=[CH:22][CH:21]=[CH:20][C:19]=3[CH:24]([CH3:26])[CH3:25])[CH:16]=[N:17][C:10]=2[N:9]([CH3:32])[C:8]1=[O:33])=O.O[Li].O. (2) The reactants are: [I:1][C:2]1[CH:7]=[CH:6][C:5]([C:8](=O)[CH2:9][CH2:10][CH2:11][CH2:12][N:13]2[CH2:18][CH2:17][CH:16]([C:19]3[CH:20]=[C:21]([NH:25][C:26](=[O:30])[CH:27]([CH3:29])[CH3:28])[CH:22]=[CH:23][CH:24]=3)[CH2:15][CH2:14]2)=[CH:4][CH:3]=1.Cl.[F:33][C:34]([F:45])([F:44])[O:35][C:36]1[CH:41]=[CH:40][C:39]([NH:42]N)=[CH:38][CH:37]=1. Given the product [I:1][C:2]1[CH:3]=[CH:4][C:5]([C:8]2[NH:42][C:39]3[C:40]([C:9]=2[CH2:10][CH2:11][CH2:12][N:13]2[CH2:18][CH2:17][CH:16]([C:19]4[CH:20]=[C:21]([NH:25][C:26](=[O:30])[CH:27]([CH3:28])[CH3:29])[CH:22]=[CH:23][CH:24]=4)[CH2:15][CH2:14]2)=[CH:41][C:36]([O:35][C:34]([F:45])([F:44])[F:33])=[CH:37][CH:38]=3)=[CH:6][CH:7]=1, predict the reactants needed to synthesize it. (3) Given the product [CH3:42][C:5]([O:7][C:8]1[CH:13]=[CH:12][C:11]([CH2:14][N:15]([C:25]2[N:26]([CH3:40])[N:27]=[C:28]([C:30]3[CH:35]=[CH:34][C:33]([C:36]([F:38])([F:37])[F:39])=[CH:32][CH:31]=3)[CH:29]=2)[CH2:16][C:17]2[CH:22]=[CH:21][CH:20]=[CH:19][C:18]=2[O:23][CH3:24])=[CH:10][C:9]=1[CH3:41])([CH3:6])[C:4]([OH:43])=[O:3], predict the reactants needed to synthesize it. The reactants are: C([O:3][C:4](=[O:43])[C:5]([CH3:42])([O:7][C:8]1[CH:13]=[CH:12][C:11]([CH2:14][N:15]([C:25]2[N:26]([CH3:40])[N:27]=[C:28]([C:30]3[CH:35]=[CH:34][C:33]([C:36]([F:39])([F:38])[F:37])=[CH:32][CH:31]=3)[CH:29]=2)[CH2:16][C:17]2[CH:22]=[CH:21][CH:20]=[CH:19][C:18]=2[O:23][CH3:24])=[CH:10][C:9]=1[CH3:41])[CH3:6])C.[OH-].[Na+].